Task: Predict the product of the given reaction.. Dataset: Forward reaction prediction with 1.9M reactions from USPTO patents (1976-2016) (1) The product is: [C:13]1([C:23]2[NH:5][N:6]=[C:7]([NH2:9])[N:8]=2)[C:22]2[C:17](=[CH:18][CH:19]=[CH:20][CH:21]=2)[CH:16]=[CH:15][CH:14]=1. Given the reactants [N+]([O-])(O)=O.[NH2:5][NH:6][C:7]([NH2:9])=[NH:8].C[O-].[Na+].[C:13]1([C:23](OC)=O)[C:22]2[C:17](=[CH:18][CH:19]=[CH:20][CH:21]=2)[CH:16]=[CH:15][CH:14]=1.Cl, predict the reaction product. (2) Given the reactants C1(P(C2C=CC=CC=2)C2C=CC=CC=2)C=CC=CC=1.[F:20][C:21]1[CH:26]=[CH:25][C:24]([C:27]([O:52][CH3:53])([C:31]2[NH:32][N:33]=[C:34](/[CH:36]=[CH:37]/[C:38]3[CH:43]=[CH:42][C:41]([N:44]4[CH:48]=[C:47]([CH3:49])[N:46]=[CH:45]4)=[C:40]([O:50][CH3:51])[CH:39]=3)[N:35]=2)[CH2:28][CH2:29]O)=[CH:23][CH:22]=1, predict the reaction product. The product is: [F:20][C:21]1[CH:26]=[CH:25][C:24]([C:27]2([O:52][CH3:53])[C:31]3[N:32]([N:33]=[C:34](/[CH:36]=[CH:37]/[C:38]4[CH:43]=[CH:42][C:41]([N:44]5[CH:48]=[C:47]([CH3:49])[N:46]=[CH:45]5)=[C:40]([O:50][CH3:51])[CH:39]=4)[N:35]=3)[CH2:29][CH2:28]2)=[CH:23][CH:22]=1.